This data is from Forward reaction prediction with 1.9M reactions from USPTO patents (1976-2016). The task is: Predict the product of the given reaction. (1) Given the reactants [CH2:1]1[CH2:17][S:16][C:7]2[C:8]3[CH:14]=[C:13]([OH:15])[CH:12]=[CH:11][C:9]=3[S:10][C:6]=2[C:4](=[O:5])[NH:3][CH2:2]1.[C:18]([O-])([O-])=O.[K+].[K+].CI, predict the reaction product. The product is: [CH3:18][O:15][C:13]1[CH:12]=[CH:11][C:9]2[S:10][C:6]3[C:4](=[O:5])[NH:3][CH2:2][CH2:1][CH2:17][S:16][C:7]=3[C:8]=2[CH:14]=1. (2) Given the reactants [NH:1]1[C:10]2[C:5](=[CH:6][C:7]([O:11][C:12](=[O:21])[NH:13][CH2:14][CH2:15][CH2:16][CH2:17][CH2:18][CH2:19][CH3:20])=[CH:8][CH:9]=2)[CH2:4][CH2:3][CH2:2]1.[CH3:22]I.[OH-].[K+], predict the reaction product. The product is: [CH3:22][N:1]1[C:10]2[C:5](=[CH:6][C:7]([O:11][C:12](=[O:21])[NH:13][CH2:14][CH2:15][CH2:16][CH2:17][CH2:18][CH2:19][CH3:20])=[CH:8][CH:9]=2)[CH2:4][CH2:3][CH2:2]1.